From a dataset of CYP2C9 inhibition data for predicting drug metabolism from PubChem BioAssay. Regression/Classification. Given a drug SMILES string, predict its absorption, distribution, metabolism, or excretion properties. Task type varies by dataset: regression for continuous measurements (e.g., permeability, clearance, half-life) or binary classification for categorical outcomes (e.g., BBB penetration, CYP inhibition). Dataset: cyp2c9_veith. (1) The drug is COc1cc(/C=C2/C(=N)N3OC(C)=CC3=NC2=O)ccc1OCCOc1ccc(C)cc1. The result is 0 (non-inhibitor). (2) The molecule is O=C([O-])CC[C@@H](NC(=O)c1ccccc1C(=O)[O-])C(=O)[O-].[Na+].[Na+].[Na+]. The result is 0 (non-inhibitor).